Dataset: Full USPTO retrosynthesis dataset with 1.9M reactions from patents (1976-2016). Task: Predict the reactants needed to synthesize the given product. Given the product [CH2:33]([C:29]1([CH2:28][O:27][C:12]2[CH:11]=[CH:10][C:9]([CH:8]=[CH:2][C:3]([OH:5])=[O:4])=[CH:14][CH:13]=2)[CH2:32][O:31][CH2:30]1)[CH3:34], predict the reactants needed to synthesize it. The reactants are: O[C:2](=[CH:8][C:9]1[CH:14]=[CH:13][CH:12]=[CH:11][CH:10]=1)[C:3]([O:5]CC)=[O:4].[OH-].[K+].S([O:27][CH2:28][C:29]1([CH2:33][CH3:34])[CH2:32][O:31][CH2:30]1)(C1C=CC(C)=CC=1)(=O)=O.